From a dataset of Catalyst prediction with 721,799 reactions and 888 catalyst types from USPTO. Predict which catalyst facilitates the given reaction. (1) Reactant: [Cl-].[Ca+2].[Cl-].[CH2:4]([NH:7][C:8]([C:10]1[CH:15]=[CH:14][C:13]([NH:16][C:17]([N:19]2[CH2:27][C:26]3[C:21](=[CH:22][CH:23]=[C:24]([C:28](OC)=[O:29])[CH:25]=3)[CH2:20]2)=[O:18])=[CH:12][CH:11]=1)=[O:9])[CH2:5][CH3:6].[BH4-].[Na+]. Product: [OH:29][CH2:28][C:24]1[CH:25]=[C:26]2[C:21](=[CH:22][CH:23]=1)[CH2:20][N:19]([C:17]([NH:16][C:13]1[CH:14]=[CH:15][C:10]([C:8](=[O:9])[NH:7][CH2:4][CH2:5][CH3:6])=[CH:11][CH:12]=1)=[O:18])[CH2:27]2. The catalyst class is: 199. (2) Reactant: C([O:3][C:4](=O)[CH:5]([NH:16][C:17](=[O:19])[CH3:18])[CH2:6][C:7]1[C:15]2[C:10](=[CH:11][N:12]=[CH:13][CH:14]=2)[NH:9][CH:8]=1)C.[Li+].[BH4-].OS([O-])(=O)=O.[K+]. Product: [OH:3][CH2:4][CH:5]([NH:16][C:17](=[O:19])[CH3:18])[CH2:6][C:7]1[C:15]2[C:10](=[CH:11][N:12]=[CH:13][CH:14]=2)[NH:9][CH:8]=1. The catalyst class is: 27. (3) Reactant: [CH2:1]([N:4]1[C:12]2[C:7](=[CH:8][CH:9]=[C:10]([C:13]([O:15][CH3:16])=[O:14])[CH:11]=2)[C:6]([CH:17]2[CH2:22][CH2:21][CH2:20][CH2:19][CH2:18]2)=[C:5]1[C:23]1[CH:28]=[CH:27][C:26]([O:29][CH3:30])=[CH:25][C:24]=1[CH2:31][O:32][Si](C(C)C)(C(C)C)C(C)C)[CH:2]=[CH2:3].[F-].C([N+](CCCC)(CCCC)CCCC)CCC. Product: [CH2:1]([N:4]1[C:12]2[C:7](=[CH:8][CH:9]=[C:10]([C:13]([O:15][CH3:16])=[O:14])[CH:11]=2)[C:6]([CH:17]2[CH2:22][CH2:21][CH2:20][CH2:19][CH2:18]2)=[C:5]1[C:23]1[CH:28]=[CH:27][C:26]([O:29][CH3:30])=[CH:25][C:24]=1[CH2:31][OH:32])[CH:2]=[CH2:3]. The catalyst class is: 1. (4) Reactant: [OH:1][CH2:2][CH2:3][CH2:4][CH2:5][O:6][CH2:7][C:8]1[CH:13]=[CH:12][C:11]([CH:14]=[CH2:15])=[CH:10][CH:9]=1.C(N(CC)CC)C.Cl[P:24]1(=[O:29])[O:28][CH2:27][CH2:26][O:25]1. Product: [O:29]=[P:24]1([O:1][CH2:2][CH2:3][CH2:4][CH2:5][O:6][CH2:7][C:8]2[CH:13]=[CH:12][C:11]([CH:14]=[CH2:15])=[CH:10][CH:9]=2)[O:28][CH2:27][CH2:26][O:25]1. The catalyst class is: 27. (5) Reactant: C[Si]([C:5]#[C:6][C:7]1[S:8][C:9]2[CH:15]=[C:14]([C:16]([O:18][CH2:19][CH3:20])=[O:17])[CH:13]=[CH:12][C:10]=2[N:11]=1)(C)C.C1OCCOCCOCCOCCOCCOC1.[F-].[K+]. Product: [C:6]([C:7]1[S:8][C:9]2[CH:15]=[C:14]([C:16]([O:18][CH2:19][CH3:20])=[O:17])[CH:13]=[CH:12][C:10]=2[N:11]=1)#[CH:5]. The catalyst class is: 2. (6) Reactant: [CH3:1][O:2][C:3]1[CH:11]=[CH:10][C:6]([C:7](Cl)=[O:8])=[CH:5][CH:4]=1.[CH3:12][O:13][C:14]1[CH:15]=[C:16]2[C:21](=[CH:22][CH:23]=1)[CH2:20][NH:19][CH2:18][CH2:17]2.C(N(CC)CC)C. Product: [CH3:12][O:13][C:14]1[CH:15]=[C:16]2[C:21](=[CH:22][CH:23]=1)[CH2:20][N:19]([C:7]([C:6]1[CH:10]=[CH:11][C:3]([O:2][CH3:1])=[CH:4][CH:5]=1)=[O:8])[CH2:18][CH2:17]2. The catalyst class is: 4. (7) Reactant: [CH2:1]([O:3][C:4](=[O:9])[C:5](Br)([CH3:7])[CH3:6])[CH3:2].[C:10]([C:12]1([C:18]2[N:23]=[CH:22][C:21]([NH:24][C:25]([C:27]3[CH:28]=[N:29][N:30]([C:33]4[CH:38]=[CH:37][C:36]([C:39]([F:42])([F:41])[F:40])=[CH:35][N:34]=4)[C:31]=3[CH3:32])=[O:26])=[CH:20][CH:19]=2)[CH2:17][CH2:16][NH:15][CH2:14][CH2:13]1)#[N:11].C(=O)([O-])[O-].[K+].[K+].O. Product: [CH2:1]([O:3][C:4](=[O:9])[C:5]([N:15]1[CH2:14][CH2:13][C:12]([C:10]#[N:11])([C:18]2[CH:19]=[CH:20][C:21]([NH:24][C:25]([C:27]3[CH:28]=[N:29][N:30]([C:33]4[CH:38]=[CH:37][C:36]([C:39]([F:42])([F:41])[F:40])=[CH:35][N:34]=4)[C:31]=3[CH3:32])=[O:26])=[CH:22][N:23]=2)[CH2:17][CH2:16]1)([CH3:7])[CH3:6])[CH3:2]. The catalyst class is: 9.